This data is from Full USPTO retrosynthesis dataset with 1.9M reactions from patents (1976-2016). The task is: Predict the reactants needed to synthesize the given product. (1) The reactants are: C([O:3][CH:4](O)[C:5]([F:8])([F:7])[F:6])C.[N+:10]([CH3:13])([O-:12])=[O:11].C([O-])([O-])=O.[K+].[K+]. Given the product [F:6][C:5]([F:8])([F:7])[CH:4]([OH:3])[CH2:13][N+:10]([O-:12])=[O:11], predict the reactants needed to synthesize it. (2) Given the product [CH:35]1([O:1][C:2]2[CH:3]=[CH:4][C:5]([N:8]3[C:13](=[O:14])[C:12]([CH2:15][C:16]4[CH:21]=[CH:20][C:19]([C:22]5[C:23]([C:28]#[N:29])=[CH:24][CH:25]=[CH:26][CH:27]=5)=[CH:18][CH:17]=4)=[C:11]([CH2:30][CH2:31][CH3:32])[N:10]=[C:9]3[CH3:33])=[CH:6][CH:7]=2)[CH2:38][CH2:37][CH2:36]1, predict the reactants needed to synthesize it. The reactants are: [OH:1][C:2]1[CH:7]=[CH:6][C:5]([N:8]2[C:13](=[O:14])[C:12]([CH2:15][C:16]3[CH:21]=[CH:20][C:19]([C:22]4[C:23]([C:28]#[N:29])=[CH:24][CH:25]=[CH:26][CH:27]=4)=[CH:18][CH:17]=3)=[C:11]([CH2:30][CH2:31][CH3:32])[N:10]=[C:9]2[CH3:33])=[CH:4][CH:3]=1.Br[CH:35]1[CH2:38][CH2:37][CH2:36]1.C(=O)([O-])[O-].[Cs+].[Cs+].C(OCC)(=O)C. (3) Given the product [NH2:35][C:32]1[CH:33]=[CH:34][N:29]([CH:28]([OH:3])[CH2:17][CH:18]([OH:20])[CH3:19])[C:30](=[O:36])[N:31]=1, predict the reactants needed to synthesize it. The reactants are: CC(C)=[O:3].C(=O)=O.C(OC[C@@H:17]([CH2:28][N:29]1[CH:34]=[CH:33][C:32]([NH2:35])=[N:31][C:30]1=[O:36])[C@H:18]([O:20][Si](C(C)(C)C)(C)C)[CH3:19])C1C=CC=CC=1.B(Cl)(Cl)Cl.C(Cl)Cl. (4) Given the product [CH2:31]([S:28]([C:21]1[CH:22]=[CH:23][C:24]([C:26]#[N:27])=[CH:25][C:20]=1[NH:12][N:7]1[C:6](=[O:33])[C:5]2[C:10](=[CH:11][C:2]([CH2:45][N:39]3[CH2:44][CH2:43][O:42][CH2:41][CH2:40]3)=[C:3]([O:34][C:35]([F:37])([F:38])[F:36])[CH:4]=2)[N:9]=[CH:8]1)(=[O:30])=[O:29])[CH3:32], predict the reactants needed to synthesize it. The reactants are: Br[C:2]1[CH:11]=[C:10]2[C:5]([C:6](=[O:33])[N:7]([N:12]([C:20]3[CH:25]=[C:24]([C:26]#[N:27])[CH:23]=[CH:22][C:21]=3[S:28]([CH2:31][CH3:32])(=[O:30])=[O:29])C(=O)OC(C)(C)C)[CH:8]=[N:9]2)=[CH:4][C:3]=1[O:34][C:35]([F:38])([F:37])[F:36].[N:39]1([CH2:45][B-](F)(F)F)[CH2:44][CH2:43][O:42][CH2:41][CH2:40]1.[K+]. (5) Given the product [F:20][C:12]1[CH:13]=[C:14]([CH:18]=[CH:19][C:11]=1[OH:10])[C:15]([O:17][CH2:30][CH3:31])=[O:16], predict the reactants needed to synthesize it. The reactants are: C(C1C=C([O:10][C:11]2[CH:19]=[CH:18][C:14]([C:15]([OH:17])=[O:16])=[CH:13][C:12]=2[F:20])C=CN=1)(=O)N.CN(C(ON1N=N[C:31]2C=CC=N[C:30]1=2)=[N+](C)C)C.F[P-](F)(F)(F)(F)F.NC1C(=O)N(C2C=CC(F)=CC=2)C=CC=1.CCN(CCO)CC. (6) Given the product [CH2:1]([O:4][CH2:5][C:6]1[C:10]2[N:11]([CH3:27])[CH:12]=[C:13]([C:16]([NH:18][CH2:19][C:20]3[CH:25]=[CH:24][C:23]([Cl:26])=[CH:22][CH:21]=3)=[O:17])[C:14](=[O:15])[C:9]=2[S:8][C:7]=1[CH:46]=[O:47])[CH:2]=[CH2:3], predict the reactants needed to synthesize it. The reactants are: [CH2:1]([O:4][CH2:5][C:6]1[C:10]2[N:11]([CH3:27])[CH:12]=[C:13]([C:16]([NH:18][CH2:19][C:20]3[CH:25]=[CH:24][C:23]([Cl:26])=[CH:22][CH:21]=3)=[O:17])[C:14](=[O:15])[C:9]=2[S:8][CH:7]=1)[CH:2]=[CH2:3].[Li+].CC([N-]C(C)C)C.C(NC(C)C)(C)C.Cl.C1C[O:47][CH2:46]C1.